Dataset: Full USPTO retrosynthesis dataset with 1.9M reactions from patents (1976-2016). Task: Predict the reactants needed to synthesize the given product. Given the product [ClH:16].[Cl:16][C:17]1[CH:18]=[C:19]2[C:24](=[CH:25][CH:26]=1)[CH:23]=[C:22]([S:27]([N:30]1[CH2:35][CH2:34][N:33]([C:11]([C:9]3[S:8][C:5]4[CH2:6][NH:7][CH:2]([CH3:1])[CH2:3][C:4]=4[N:10]=3)=[O:13])[CH:32]([C:36](=[O:47])[NH:37][CH2:38][C:39]3[CH:44]=[CH:43][CH:42]=[CH:41][C:40]=3[O:45][CH3:46])[CH2:31]1)(=[O:28])=[O:29])[CH:21]=[CH:20]2, predict the reactants needed to synthesize it. The reactants are: [CH3:1][CH:2]1[NH:7][CH2:6][C:5]2[S:8][C:9]([C:11]([O-:13])=O)=[N:10][C:4]=2[CH2:3]1.[Li+].Cl.[Cl:16][C:17]1[CH:18]=[C:19]2[C:24](=[CH:25][CH:26]=1)[CH:23]=[C:22]([S:27]([N:30]1[CH2:35][CH2:34][NH:33][CH:32]([C:36](=[O:47])[NH:37][CH2:38][C:39]3[CH:44]=[CH:43][CH:42]=[CH:41][C:40]=3[O:45][CH3:46])[CH2:31]1)(=[O:29])=[O:28])[CH:21]=[CH:20]2.